Task: Predict which catalyst facilitates the given reaction.. Dataset: Catalyst prediction with 721,799 reactions and 888 catalyst types from USPTO Reactant: N(C(OCC)=O)=NC(OCC)=O.C1(C)C=CC=CC=1.O[CH2:21][C@H:22]([NH:30][S:31]([C:34]1[CH:39]=[CH:38][CH:37]=[CH:36][C:35]=1[N+:40]([O-:42])=[O:41])(=[O:33])=[O:32])[C@@H:23]1[CH2:27][C@@H:26]([CH3:28])[C:25](=[O:29])[O:24]1.C1(P(C2C=CC=CC=2)C2C=CC=CC=2)C=CC=CC=1. Product: [CH3:28][C@@H:26]1[CH2:27][C@@H:23]([CH:22]2[CH2:21][N@@:30]2[S:31]([C:34]2[CH:39]=[CH:38][CH:37]=[CH:36][C:35]=2[N+:40]([O-:42])=[O:41])(=[O:33])=[O:32])[O:24][C:25]1=[O:29]. The catalyst class is: 7.